From a dataset of Full USPTO retrosynthesis dataset with 1.9M reactions from patents (1976-2016). Predict the reactants needed to synthesize the given product. (1) Given the product [Cl:1][C:2]1[CH:3]=[CH:4][C:5]([S:8]([C:11](=[C:27]([S:28][CH3:14])[NH:26][C:22]2[CH:21]=[N:20][CH:25]=[CH:24][CH:23]=2)[C:12]#[N:13])(=[O:9])=[O:10])=[CH:6][CH:7]=1, predict the reactants needed to synthesize it. The reactants are: [Cl:1][C:2]1[CH:7]=[CH:6][C:5]([S:8]([CH2:11][C:12]#[N:13])(=[O:10])=[O:9])=[CH:4][CH:3]=1.[C:14](=O)([O-])[O-].[K+].[K+].[N:20]1[CH:25]=[CH:24][CH:23]=[C:22]([N:26]=[C:27]=[S:28])[CH:21]=1. (2) Given the product [CH2:13]([O:20][NH:21][C:5]1[N:6]=[CH:7][C:8]([Br:10])=[CH:9][C:4]=1[C:3]([O:2][CH3:1])=[O:12])[C:14]1[CH:19]=[CH:18][CH:17]=[CH:16][CH:15]=1, predict the reactants needed to synthesize it. The reactants are: [CH3:1][O:2][C:3](=[O:12])[C:4]1[CH:9]=[C:8]([Br:10])[CH:7]=[N:6][C:5]=1Cl.[CH2:13]([O:20][NH2:21])[C:14]1[CH:19]=[CH:18][CH:17]=[CH:16][CH:15]=1. (3) The reactants are: [C:1]([OH:12])(=O)/[CH:2]=[CH:3]/[CH2:4][CH2:5][CH2:6][CH2:7][CH2:8][CH2:9][CH3:10].[CH3:13][C:14]([NH2:21])([CH3:20])[CH2:15][C:16]([CH3:19])([CH3:18])[CH3:17]. Given the product [CH3:13][C:14]([NH:21][C:1](=[O:12])/[CH:2]=[CH:3]/[CH2:4][CH2:5][CH2:6][CH2:7][CH2:8][CH2:9][CH3:10])([CH2:15][C:16]([CH3:19])([CH3:18])[CH3:17])[CH3:20], predict the reactants needed to synthesize it. (4) Given the product [C:1]([C:4]1[CH:27]=[CH:26][C:7]2[N:8]([C:11]3[CH:16]=[CH:15][CH:14]=[C:13]([N:17]4[CH2:22][CH2:21][NH:20][CH2:19][CH2:18]4)[CH:12]=3)[CH:9]=[N:10][C:6]=2[CH:5]=1)(=[O:3])[CH3:2], predict the reactants needed to synthesize it. The reactants are: [C:1]([C:4]1[CH:27]=[CH:26][C:7]2[N:8]([C:11]3[CH:16]=[CH:15][CH:14]=[C:13]([N:17]4[CH2:22][CH2:21][N:20](C(=O)C)[CH2:19][CH2:18]4)[CH:12]=3)[CH:9]=[N:10][C:6]=2[CH:5]=1)(=[O:3])[CH3:2].[OH-].[Na+]. (5) Given the product [CH2:1]([N:5]([CH:7]1[CH2:12][CH2:11][NH:10][CH2:9][CH2:8]1)[CH3:6])[CH2:2][CH2:3][CH3:4], predict the reactants needed to synthesize it. The reactants are: [CH2:1]([N:5]([CH:7]1[CH2:12][CH2:11][N:10](C2N=C(NCC3C=CC(F)=CC=3F)C(C3C=CC(F)=CC=3F)=CN=2)[CH2:9][CH2:8]1)[CH3:6])[CH2:2][CH2:3][CH3:4].ClC1N=C(NCC2C=CC(F)=CC=2F)C(C2C=CC(F)=CC=2F)=CN=1.